This data is from NCI-60 drug combinations with 297,098 pairs across 59 cell lines. The task is: Regression. Given two drug SMILES strings and cell line genomic features, predict the synergy score measuring deviation from expected non-interaction effect. (1) Drug 1: CC12CCC(CC1=CCC3C2CCC4(C3CC=C4C5=CN=CC=C5)C)O. Drug 2: CN(CC1=CN=C2C(=N1)C(=NC(=N2)N)N)C3=CC=C(C=C3)C(=O)NC(CCC(=O)O)C(=O)O. Cell line: HS 578T. Synergy scores: CSS=2.51, Synergy_ZIP=-4.84, Synergy_Bliss=-6.89, Synergy_Loewe=-24.2, Synergy_HSA=-10.5. (2) Drug 1: C1CN(P(=O)(OC1)NCCCl)CCCl. Drug 2: B(C(CC(C)C)NC(=O)C(CC1=CC=CC=C1)NC(=O)C2=NC=CN=C2)(O)O. Cell line: NCI-H460. Synergy scores: CSS=41.7, Synergy_ZIP=2.36, Synergy_Bliss=1.18, Synergy_Loewe=-59.6, Synergy_HSA=1.06. (3) Drug 1: C1CN1C2=NC(=NC(=N2)N3CC3)N4CC4. Drug 2: C#CCC(CC1=CN=C2C(=N1)C(=NC(=N2)N)N)C3=CC=C(C=C3)C(=O)NC(CCC(=O)O)C(=O)O. Cell line: HS 578T. Synergy scores: CSS=7.17, Synergy_ZIP=-3.36, Synergy_Bliss=-3.78, Synergy_Loewe=-10.9, Synergy_HSA=-2.23. (4) Drug 1: C1C(C(OC1N2C=C(C(=O)NC2=O)F)CO)O. Drug 2: C1=NC2=C(N=C(N=C2N1C3C(C(C(O3)CO)O)F)Cl)N. Cell line: OVCAR-5. Synergy scores: CSS=6.31, Synergy_ZIP=0.443, Synergy_Bliss=2.46, Synergy_Loewe=-14.3, Synergy_HSA=1.04. (5) Drug 1: C1CCC(CC1)NC(=O)N(CCCl)N=O. Drug 2: CCC1(CC2CC(C3=C(CCN(C2)C1)C4=CC=CC=C4N3)(C5=C(C=C6C(=C5)C78CCN9C7C(C=CC9)(C(C(C8N6C)(C(=O)OC)O)OC(=O)C)CC)OC)C(=O)OC)O.OS(=O)(=O)O. Cell line: SF-268. Synergy scores: CSS=30.4, Synergy_ZIP=-3.56, Synergy_Bliss=-4.07, Synergy_Loewe=-15.3, Synergy_HSA=-1.01. (6) Drug 1: CCCS(=O)(=O)NC1=C(C(=C(C=C1)F)C(=O)C2=CNC3=C2C=C(C=N3)C4=CC=C(C=C4)Cl)F. Drug 2: CCC1=C2CN3C(=CC4=C(C3=O)COC(=O)C4(CC)O)C2=NC5=C1C=C(C=C5)O. Cell line: HOP-92. Synergy scores: CSS=37.4, Synergy_ZIP=2.16, Synergy_Bliss=1.85, Synergy_Loewe=-64.1, Synergy_HSA=1.00. (7) Drug 1: CC1C(C(CC(O1)OC2CC(CC3=C2C(=C4C(=C3O)C(=O)C5=C(C4=O)C(=CC=C5)OC)O)(C(=O)C)O)N)O.Cl. Drug 2: CC1=CC2C(CCC3(C2CCC3(C(=O)C)OC(=O)C)C)C4(C1=CC(=O)CC4)C. Cell line: MDA-MB-231. Synergy scores: CSS=16.3, Synergy_ZIP=11.4, Synergy_Bliss=14.3, Synergy_Loewe=-16.0, Synergy_HSA=4.17.